From a dataset of Forward reaction prediction with 1.9M reactions from USPTO patents (1976-2016). Predict the product of the given reaction. (1) Given the reactants [C:1]1([CH2:7][C:8](=[O:10])[CH3:9])[CH:6]=[CH:5][CH:4]=[CH:3][CH:2]=1.[C:11]([C:13]1[CH:20]=[CH:19][C:16]([CH2:17]Cl)=[CH:15][CH:14]=1)#[N:12].O.[OH-].[Cs+], predict the reaction product. The product is: [C:11]([C:13]1[CH:20]=[CH:19][C:16]([CH2:17][CH:7]([C:1]2[CH:6]=[CH:5][CH:4]=[CH:3][CH:2]=2)[C:8](=[O:10])[CH3:9])=[CH:15][CH:14]=1)#[N:12]. (2) The product is: [CH:1]1([C:4]2[N:8]([C@@H:9]([CH2:18][CH2:19][C:20]([O:22][CH3:32])=[O:21])[CH2:10][C:11]([O:13][C:14]([CH3:16])([CH3:15])[CH3:17])=[O:12])[N:7]=[N:6][C:5]=2[CH:23]2[CH2:24][CH:25]([CH2:27][C:28]([CH3:31])([CH3:30])[CH3:29])[CH2:26]2)[CH2:2][CH2:3]1. Given the reactants [CH:1]1([C:4]2[N:8]([C@@H:9]([CH2:18][CH2:19][C:20]([O-:22])=[O:21])[CH2:10][C:11]([O:13][C:14]([CH3:17])([CH3:16])[CH3:15])=[O:12])[N:7]=[N:6][C:5]=2[CH:23]2[CH2:26][CH:25]([CH2:27][C:28]([CH3:31])([CH3:30])[CH3:29])[CH2:24]2)[CH2:3][CH2:2]1.[CH3:32]N(C=O)C.CI.C(=O)([O-])[O-].[K+].[K+], predict the reaction product. (3) Given the reactants F[C:2]1[C:3]([CH3:22])=[N:4][C:5]2[C:10]([N:11]=1)=[C:9]([C:12]1[NH:20][C:19]3[CH2:18][CH2:17][NH:16][C:15](=[O:21])[C:14]=3[CH:13]=1)[CH:8]=[CH:7][CH:6]=2.[N:23]1[CH:28]=[CH:27][N:26]=[CH:25][C:24]=1[CH:29]([NH2:31])[CH3:30].CCN(C(C)C)C(C)C, predict the reaction product. The product is: [CH3:22][C:3]1[C:2]([NH:31][CH:29]([C:24]2[CH:25]=[N:26][CH:27]=[CH:28][N:23]=2)[CH3:30])=[N:11][C:10]2[C:5](=[CH:6][CH:7]=[CH:8][C:9]=2[C:12]2[NH:20][C:19]3[CH2:18][CH2:17][NH:16][C:15](=[O:21])[C:14]=3[CH:13]=2)[N:4]=1.